This data is from Retrosynthesis with 50K atom-mapped reactions and 10 reaction types from USPTO. The task is: Predict the reactants needed to synthesize the given product. (1) Given the product C=CCOc1ccnc2ccc(OC)cc12, predict the reactants needed to synthesize it. The reactants are: C=CCO.COc1ccc2nccc(Br)c2c1. (2) Given the product CCOC(=O)Cc1cccc(CN)c1, predict the reactants needed to synthesize it. The reactants are: CCOC(=O)Cc1cccc(C#N)c1. (3) Given the product CC(C)(C)C(=O)NS(=O)(=O)c1ccccc1NC(=O)c1ccc(C#Cc2ccccc2)cc1, predict the reactants needed to synthesize it. The reactants are: CC(C)(C)C(=O)Cl.NS(=O)(=O)c1ccccc1NC(=O)c1ccc(C#Cc2ccccc2)cc1. (4) Given the product CC(CC(C(=O)N(C)C)(c1ccccc1)c1ccccc1)N1CC[C@@H](NC(=O)c2ccccc2O)[C@H](O)C1, predict the reactants needed to synthesize it. The reactants are: CC(CC(C(=O)N(C)C)(c1ccccc1)c1ccccc1)N1CC[C@@H](NC(=O)c2ccccc2OCc2ccccc2)[C@H](O)C1. (5) Given the product C=CCNc1nc(NC)c2scc(C(C)C)c2n1, predict the reactants needed to synthesize it. The reactants are: C=CCN.CNc1nc(Cl)nc2c(C(C)C)csc12. (6) Given the product OC(c1cccc(Br)c1)c1nc2ccccc2[nH]1, predict the reactants needed to synthesize it. The reactants are: Nc1ccccc1N.O=C(O)C(O)c1cccc(Br)c1. (7) Given the product COC1(c2cccc(F)c2F)CNC1, predict the reactants needed to synthesize it. The reactants are: COC1(c2cccc(F)c2F)CN(C(=O)OC(C)(C)C)C1.